Dataset: Full USPTO retrosynthesis dataset with 1.9M reactions from patents (1976-2016). Task: Predict the reactants needed to synthesize the given product. (1) Given the product [NH:12]1[CH2:13][CH2:14][CH2:15][CH:10]([C:7]2[C:6]3[CH:26]=[CH:27][NH:28][C:5]=3[C:4]([C:1]([NH2:2])=[O:3])=[CH:9][N:8]=2)[CH2:11]1, predict the reactants needed to synthesize it. The reactants are: [C:1]([C:4]1[C:5]2[NH:28][CH:27]=[CH:26][C:6]=2[C:7]([C:10]2[CH2:11][N:12](C(OCC3C=CC=CC=3)=O)[CH2:13][CH2:14][CH:15]=2)=[N:8][CH:9]=1)(=[O:3])[NH2:2].CC1(C)C(C)(C)OB(C2CN(C(OCC3C=CC=CC=3)=O)CCC=2)O1.[Li+].[OH-].[NH4+].[Cl-]. (2) Given the product [Cl:1][C:2]1[N:7]=[CH:6][C:5]([CH:8]=[O:9])=[CH:4][C:3]=1[CH3:10], predict the reactants needed to synthesize it. The reactants are: [Cl:1][C:2]1[N:7]=[CH:6][C:5]([CH2:8][OH:9])=[CH:4][C:3]=1[CH3:10]. (3) Given the product [F:5][C:6]1[CH:7]=[C:8]([CH2:12][NH:13][C:14]([C:16]2[C:17]([O:31][CH2:32][CH2:33][OH:34])=[N:18][C:19]3[C:24]([C:25]=2[CH3:26])=[CH:23][CH:22]=[C:21]([C:27]([F:29])([F:30])[F:28])[CH:20]=3)=[O:15])[CH:9]=[CH:10][CH:11]=1, predict the reactants needed to synthesize it. The reactants are: B(Br)(Br)Br.[F:5][C:6]1[CH:7]=[C:8]([CH2:12][NH:13][C:14]([C:16]2[C:17]([O:31][CH2:32][CH2:33][O:34]C)=[N:18][C:19]3[C:24]([C:25]=2[CH3:26])=[CH:23][CH:22]=[C:21]([C:27]([F:30])([F:29])[F:28])[CH:20]=3)=[O:15])[CH:9]=[CH:10][CH:11]=1.